This data is from Reaction yield outcomes from USPTO patents with 853,638 reactions. The task is: Predict the reaction yield, written as a fraction of the theoretical maximum amount of product (1.0 means a 100% yield; for example, 0.34 means a 34% yield). (1) The reactants are Cl[C:2]1[C:3]2[C:10]([C:11]([F:14])([F:13])[F:12])=[CH:9][N:8]([CH2:15][CH:16]3[CH2:21][CH2:20][N:19]([S:22]([CH3:25])(=[O:24])=[O:23])[CH2:18][CH2:17]3)[C:4]=2[N:5]=[CH:6][N:7]=1.[Si]([Br:30])(C)(C)C.C(#N)C.C([O-])(O)=O.[Na+]. The catalyst is CC(=O)OCC. The product is [Br:30][C:2]1[C:3]2[C:10]([C:11]([F:14])([F:13])[F:12])=[CH:9][N:8]([CH2:15][CH:16]3[CH2:21][CH2:20][N:19]([S:22]([CH3:25])(=[O:24])=[O:23])[CH2:18][CH2:17]3)[C:4]=2[N:5]=[CH:6][N:7]=1. The yield is 0.490. (2) The product is [Br:8][C:4]1[CH:5]=[CH:6][CH:7]=[C:2]([O:14][CH2:13][C:12]([F:16])([F:15])[F:11])[N:3]=1. The yield is 0.400. The reactants are Br[C:2]1[CH:7]=[CH:6][CH:5]=[C:4]([Br:8])[N:3]=1.[H-].[Na+].[F:11][C:12]([F:16])([F:15])[CH2:13][OH:14]. The catalyst is CN(C=O)C. (3) The reactants are [CH2:1]([C:3]1[CH:8]=[CH:7][CH:6]=[C:5]([CH2:9][CH3:10])[N:4]=1)[CH3:2]. The catalyst is C(O)(=O)C.[Pt]=O. The product is [CH2:1]([CH:3]1[CH2:8][CH2:7][CH2:6][CH:5]([CH2:9][CH3:10])[NH:4]1)[CH3:2]. The yield is 0.700. (4) The product is [Br:3][C:4]1[CH:9]=[CH:8][N:7]=[C:6]2[N:10]([S:13]([C:16]3[CH:22]=[CH:21][C:19]([CH3:20])=[CH:18][CH:17]=3)(=[O:15])=[O:14])[CH:11]=[CH:12][C:5]=12. The yield is 0.810. The catalyst is S([O-])(O)(=O)=O.C([N+](CCCC)(CCCC)CCCC)CCC.C(Cl)Cl. The reactants are [OH-].[Na+].[Br:3][C:4]1[CH:9]=[CH:8][N:7]=[C:6]2[NH:10][CH:11]=[CH:12][C:5]=12.[S:13](Cl)([C:16]1[CH:22]=[CH:21][C:19]([CH3:20])=[CH:18][CH:17]=1)(=[O:15])=[O:14]. (5) No catalyst specified. The product is [CH3:8][Si:9]1([CH3:14])[C:3]([C:2]([CH3:1])=[CH2:7])=[CH:4][CH2:5][O:6]1. The yield is 0.700. The reactants are [CH3:1][C:2](=[CH2:7])[C:3]#[C:4][CH2:5][OH:6].[CH3:8][SiH:9]([CH3:14])N[SiH](C)C.CC([O-])(C)C.[K+]. (6) The reactants are [CH2:1]([C:3]1[CH:8]=[CH:7][C:6]([C:9]2[CH:17]=[C:16]3[C:12]([CH2:13][C:14](=[O:18])[NH:15]3)=[CH:11][CH:10]=2)=[CH:5][CH:4]=1)[CH3:2].[N:19]1([CH2:24][CH2:25][NH:26][C:27]([C:29]2[C:33]([CH3:34])=[C:32]([CH:35]=O)[NH:31][C:30]=2[CH3:37])=[O:28])[CH2:23][CH2:22][CH2:21][CH2:20]1. No catalyst specified. The product is [N:19]1([CH2:24][CH2:25][NH:26][C:27]([C:29]2[C:33]([CH3:34])=[C:32]([CH:35]=[C:13]3[C:12]4[C:16](=[CH:17][C:9]([C:6]5[CH:5]=[CH:4][C:3]([CH2:1][CH3:2])=[CH:8][CH:7]=5)=[CH:10][CH:11]=4)[NH:15][C:14]3=[O:18])[NH:31][C:30]=2[CH3:37])=[O:28])[CH2:23][CH2:22][CH2:21][CH2:20]1. The yield is 0.650. (7) The reactants are O[NH:2][C:3]([C:5]1[C:6]2[CH:13]=[N:12][NH:11][C:7]=2[N:8]=[CH:9][CH:10]=1)=[NH:4].C(OC(=O)C)(=O)C.[ClH:21]. The catalyst is CO.[Pd].O1CCOCC1. The product is [ClH:21].[ClH:21].[NH:11]1[C:7]2[N:8]=[CH:9][CH:10]=[C:5]([C:3]([NH2:4])=[NH:2])[C:6]=2[CH:13]=[N:12]1. The yield is 0.970. (8) The product is [Cl:23]([O-:27])(=[O:26])(=[O:25])=[O:24].[CH2:30]([C:5]1[CH:4]=[C:3]([NH:9][CH3:10])[C:2]2[NH2+:20][C:17]3[C:18]([O:29][C:7]=2[CH:6]=1)=[CH:19][C:14]([N:13]([CH3:22])[CH3:12])=[CH:15][CH:16]=3)[CH3:31]. The reactants are C[C:2]1[C:3]([NH:9][CH2:10]C)=[C:4](O)[CH:5]=[CH:6][CH:7]=1.[CH3:12][N:13]([CH3:22])[C:14]1[CH:19]=[CH:18][C:17]([N:20]=O)=[CH:16][CH:15]=1.[Cl:23]([OH:27])(=[O:26])(=[O:25])=[O:24].C[OH:29].[CH2:30](O)[CH3:31]. The yield is 0.0200. No catalyst specified. (9) The reactants are [CH3:1][CH2:2][N:3]=[C:4]=[N:5][CH2:6][CH2:7][CH2:8][N:9]([CH3:11])[CH3:10].Cl.[CH2:13]1[CH:17]2C3C(=O)N(O)C(=O)C3[CH:14]1C=C2.[CH3:26][NH:27][C:28]1[CH:33]=[CH:32][CH:31]=[CH:30][C:29]=1[NH2:34].[CH3:35][CH2:36][N:37]([CH:41]([CH3:43])C)[CH:38]([CH3:40])[CH3:39].[CH2:44](Cl)Cl. The product is [CH3:26][N:27]1[C:28]2[CH:33]=[CH:32][CH:31]=[CH:30][C:29]=2[N:34]=[C:1]1[C:2]1[CH:17]=[CH:13][CH:14]=[C:4]([N:5]2[CH2:6][CH2:7][CH2:8][N:9]([CH:11]3[CH2:35][CH2:36][N:37]([CH:38]([CH3:39])[CH3:40])[CH2:41][CH2:43]3)[CH2:10][CH2:44]2)[N:3]=1. No catalyst specified. The yield is 0.180.